From a dataset of Catalyst prediction with 721,799 reactions and 888 catalyst types from USPTO. Predict which catalyst facilitates the given reaction. (1) Reactant: C(N(CC)CC)C.C(O)=O.[C:11]([CH2:13][CH2:14][CH2:15][CH2:16][C:17]([CH2:30][CH2:31][C:32]1[CH:37]=[CH:36][C:35]([C:38]([O:40][CH3:41])=[O:39])=[CH:34][CH:33]=1)(C(OCC=C)=O)[C:18]([O:20]CC=C)=[O:19])#[N:12].C1(P(C2C=CC=CC=2)C2C=CC=CC=2)C=CC=CC=1. Product: [C:18]([CH:17]([CH2:16][CH2:15][CH2:14][CH2:13][C:11]#[N:12])[CH2:30][CH2:31][C:32]1[CH:37]=[CH:36][C:35]([C:38]([O:40][CH3:41])=[O:39])=[CH:34][CH:33]=1)([OH:20])=[O:19]. The catalyst class is: 160. (2) Reactant: Br[CH:2]([C:4]1[CH:5]=[CH:6][C:7]([Cl:14])=[C:8]([S:10]([NH2:13])(=[O:12])=[O:11])[CH:9]=1)[CH3:3].[NH:15]1[CH:19]=[CH:18][CH:17]=[N:16]1.O. Product: [Cl:14][C:7]1[CH:6]=[CH:5][C:4]([CH:2]([N:15]2[CH:19]=[CH:18][CH:17]=[N:16]2)[CH3:3])=[CH:9][C:8]=1[S:10]([NH2:13])(=[O:12])=[O:11]. The catalyst class is: 10. (3) Reactant: [Cl:1][C:2]1[CH:11]=[C:10]([C:12](=[O:15])[NH:13][CH3:14])[CH:9]=[C:8]([Cl:16])[C:3]=1[C:4]([O:6]C)=[O:5].[I-].[Li+]. Product: [Cl:1][C:2]1[CH:11]=[C:10]([C:12](=[O:15])[NH:13][CH3:14])[CH:9]=[C:8]([Cl:16])[C:3]=1[C:4]([OH:6])=[O:5]. The catalyst class is: 17. (4) Reactant: [F:1][C:2]1[CH:7]=[CH:6][C:5]([CH2:8][O:9][CH2:10][C:11]([OH:13])=O)=[CH:4][CH:3]=1.[F:14][C:15]1[CH:16]=[CH:17][C:18]([N:23]2[CH2:28][CH2:27][NH:26][CH2:25][CH2:24]2)=[C:19]([CH:22]=1)[C:20]#[N:21].C(N(C(C)C)CC)(C)C.CN(C(ON1N=NC2C=CC=NC1=2)=[N+](C)C)C.F[P-](F)(F)(F)(F)F. Product: [F:14][C:15]1[CH:16]=[CH:17][C:18]([N:23]2[CH2:24][CH2:25][N:26]([C:11](=[O:13])[CH2:10][O:9][CH2:8][C:5]3[CH:4]=[CH:3][C:2]([F:1])=[CH:7][CH:6]=3)[CH2:27][CH2:28]2)=[C:19]([CH:22]=1)[C:20]#[N:21]. The catalyst class is: 9. (5) Reactant: Cl.[CH:2]1([C:5]2[N:6]=[CH:7][C:8]([O:11][C@H:12]3[CH2:22][N:15]4[C:16](=[O:21])[CH2:17][CH2:18][NH:19][CH2:20][C@H:14]4[CH2:13]3)=[N:9][CH:10]=2)[CH2:4][CH2:3]1.C(N(CC)CC)C.[F:30][C:31]([F:43])([F:42])[C:32]1[CH:37]=[CH:36][C:35]([S:38](Cl)(=[O:40])=[O:39])=[CH:34][CH:33]=1.C(OCC)(=O)C. Product: [CH:2]1([C:5]2[N:6]=[CH:7][C:8]([O:11][C@H:12]3[CH2:22][N:15]4[C:16](=[O:21])[CH2:17][CH2:18][N:19]([S:38]([C:35]5[CH:34]=[CH:33][C:32]([C:31]([F:30])([F:42])[F:43])=[CH:37][CH:36]=5)(=[O:40])=[O:39])[CH2:20][C@H:14]4[CH2:13]3)=[N:9][CH:10]=2)[CH2:4][CH2:3]1. The catalyst class is: 4. (6) The catalyst class is: 442. Reactant: [F:1][C:2]1[C:3]([O:47][CH2:48][O:49][CH2:50]C[Si](C)(C)C)=[CH:4][C:5]([CH2:42][C:43]([F:46])([F:45])[F:44])=[C:6]([C:8]2[N:13]=[C:12]([NH:14][CH2:15][C:16]3[CH:21]=[CH:20][CH:19]=[CH:18][C:17]=3[N:22]([CH3:27])[S:23]([CH3:26])(=[O:25])=[O:24])[C:11]3[C:28]([C:39]([OH:41])=O)=[N:29][N:30]([CH2:31][O:32][CH2:33][CH2:34][Si:35]([CH3:38])([CH3:37])[CH3:36])[C:10]=3[CH:9]=2)[CH:7]=1.[CH3:56][Si:57]([CH:60]=[N+]=[N-])([CH3:59])[CH3:58].C1COCC1.O.[NH2:69][NH2:70]. Product: [F:1][C:2]1[C:3]([O:47][CH2:48][O:49][CH2:50][CH2:60][Si:57]([CH3:56])([CH3:58])[CH3:59])=[CH:4][C:5]([CH2:42][C:43]([F:45])([F:44])[F:46])=[C:6]([C:8]2[N:13]=[C:12]([NH:14][CH2:15][C:16]3[CH:21]=[CH:20][CH:19]=[CH:18][C:17]=3[N:22]([CH3:27])[S:23]([CH3:26])(=[O:24])=[O:25])[C:11]3[C:28]([C:39]([NH:69][NH2:70])=[O:41])=[N:29][N:30]([CH2:31][O:32][CH2:33][CH2:34][Si:35]([CH3:37])([CH3:36])[CH3:38])[C:10]=3[CH:9]=2)[CH:7]=1. (7) Reactant: [OH-].[Na+].[Br:3][C:4]1[N:8]2[CH:9]=[C:10]([CH:17]3[CH2:19][CH2:18]3)[CH:11]=[C:12]([C:13]([F:16])([F:15])[F:14])[C:7]2=[N:6][C:5]=1[C:20]([O:22]C)=[O:21].Cl. Product: [Br:3][C:4]1[N:8]2[CH:9]=[C:10]([CH:17]3[CH2:18][CH2:19]3)[CH:11]=[C:12]([C:13]([F:15])([F:14])[F:16])[C:7]2=[N:6][C:5]=1[C:20]([OH:22])=[O:21]. The catalyst class is: 30. (8) Reactant: [CH2:1]([N:8]1[CH2:13][CH2:12][CH2:11][C@@H:10]([NH:14][C:15](=[O:23])[C:16]2[CH:21]=[CH:20][CH:19]=[CH:18][C:17]=2[CH3:22])[CH2:9]1)[C:2]1[CH:7]=[CH:6][CH:5]=[CH:4][CH:3]=1.[Li][CH2:25]CCC.Cl.[OH-].[Na+]. Product: [CH2:1]([N:8]1[CH2:13][CH2:12][CH2:11][C@@H:10]([N:14]2[CH:25]=[CH:22][C:17]3[C:16](=[CH:21][CH:20]=[CH:19][CH:18]=3)[C:15]2=[O:23])[CH2:9]1)[C:2]1[CH:3]=[CH:4][CH:5]=[CH:6][CH:7]=1. The catalyst class is: 118. (9) Reactant: [N+:1]([C:4]1[CH:9]=[CH:8][C:7]([OH:10])=[CH:6][CH:5]=1)([O-:3])=[O:2].N1C=CC=CC=1.Cl[C:18]([O:20][CH2:21][Cl:22])=[O:19]. Product: [Cl:22][CH2:21][O:20][C:18]([O:10][C:7]1[CH:8]=[CH:9][C:4]([N+:1]([O-:3])=[O:2])=[CH:5][CH:6]=1)=[O:19]. The catalyst class is: 4. (10) Reactant: Cl[CH2:2][CH2:3][CH2:4][S:5]([NH:8][C:9]1[CH:14]=[C:13]([C:15]([N:17]2[CH2:22][CH2:21][CH:20]([C:23]3[CH:28]=[CH:27][C:26]([C:29]#[N:30])=[CH:25][CH:24]=3)[CH2:19][CH2:18]2)=[O:16])[CH:12]=[CH:11][C:10]=1[CH3:31])(=[O:7])=[O:6]. Product: [C:29]([C:26]1[CH:27]=[CH:28][C:23]([CH:20]2[CH2:21][CH2:22][N:17]([C:15]([C:13]3[CH:12]=[CH:11][C:10]([CH3:31])=[C:9]([NH:8][S:5]([CH2:4][CH2:3][CH2:2][NH:8][CH:9]([CH3:14])[CH3:10])(=[O:7])=[O:6])[CH:14]=3)=[O:16])[CH2:18][CH2:19]2)=[CH:24][CH:25]=1)#[N:30]. The catalyst class is: 1.